This data is from Forward reaction prediction with 1.9M reactions from USPTO patents (1976-2016). The task is: Predict the product of the given reaction. (1) The product is: [CH3:37][N:38]1[CH:42]=[CH:41][C:40]([S:43]([N:2]2[CH2:3][CH2:4][CH:5]([N:8]3[CH:12]=[C:11]([C:13]4[CH:36]=[CH:35][C:16]5[N:17]([C:20]6[CH:21]=[C:22]([NH:26][C:27]([NH:29][CH2:30][C:31]([F:33])([F:32])[F:34])=[O:28])[CH:23]=[CH:24][CH:25]=6)[CH:18]=[N:19][C:15]=5[CH:14]=4)[CH:10]=[N:9]3)[CH2:6][CH2:7]2)(=[O:45])=[O:44])=[N:39]1. Given the reactants Cl.[NH:2]1[CH2:7][CH2:6][CH:5]([N:8]2[CH:12]=[C:11]([C:13]3[CH:36]=[CH:35][C:16]4[N:17]([C:20]5[CH:21]=[C:22]([NH:26][C:27]([NH:29][CH2:30][C:31]([F:34])([F:33])[F:32])=[O:28])[CH:23]=[CH:24][CH:25]=5)[CH:18]=[N:19][C:15]=4[CH:14]=3)[CH:10]=[N:9]2)[CH2:4][CH2:3]1.[CH3:37][N:38]1[CH:42]=[CH:41][C:40]([S:43](Cl)(=[O:45])=[O:44])=[N:39]1.C(N(CC)CC)C, predict the reaction product. (2) The product is: [CH3:7][O:8][C:9]1[CH:14]=[CH:13][CH:12]=[CH:11][C:10]=1[N:15]1[CH2:20][CH2:19][C:18]([CH2:21][OH:22])([C:25]2[CH:30]=[CH:29][CH:28]=[C:27]([O:31][CH3:32])[CH:26]=2)[CH2:17][CH2:16]1. Given the reactants [H-].[Al+3].[Li+].[H-].[H-].[H-].[CH3:7][O:8][C:9]1[CH:14]=[CH:13][CH:12]=[CH:11][C:10]=1[N:15]1[CH2:20][CH2:19][C:18]([C:25]2[CH:30]=[CH:29][CH:28]=[C:27]([O:31][CH3:32])[CH:26]=2)([C:21](OC)=[O:22])[CH2:17][CH2:16]1.N, predict the reaction product. (3) Given the reactants [CH3:1][O:2][C:3]1[CH:4]=[C:5]([CH2:10][CH2:11][CH2:12][C:13]([OH:15])=O)[CH:6]=[CH:7][C:8]=1[CH3:9].FC(F)(F)C(OC(=O)C(F)(F)F)=O, predict the reaction product. The product is: [CH3:1][O:2][C:3]1[CH:4]=[C:5]2[C:6](=[CH:7][C:8]=1[CH3:9])[C:13](=[O:15])[CH2:12][CH2:11][CH2:10]2. (4) Given the reactants [C:1]([O:5][C:6](=[O:16])[NH:7][C:8]1[CH:13]=[CH:12][C:11]([Cl:14])=[CH:10][C:9]=1[NH2:15])([CH3:4])([CH3:3])[CH3:2].C([O:21][C:22](=O)[CH2:23][C:24]([C:26]1[CH:31]=[CH:30][CH:29]=[C:28]([C:32]2[CH:33]=[N:34][C:35]([CH3:38])=[CH:36][CH:37]=2)[CH:27]=1)=[O:25])(C)(C)C, predict the reaction product. The product is: [C:1]([O:5][C:6](=[O:16])[NH:7][C:8]1[CH:13]=[CH:12][C:11]([Cl:14])=[CH:10][C:9]=1[NH:15][C:22](=[O:21])[CH2:23][C:24]([C:26]1[CH:31]=[CH:30][CH:29]=[C:28]([C:32]2[CH:33]=[N:34][C:35]([CH3:38])=[CH:36][CH:37]=2)[CH:27]=1)=[O:25])([CH3:4])([CH3:2])[CH3:3]. (5) Given the reactants [Cl:1][C:2]1[CH:3]=[C:4]2[C:8](=[CH:9][CH:10]=1)[NH:7][C:6]([C:11]([NH:13][CH:14]1[CH2:22][C:21]3[C:16](=[CH:17][CH:18]=[CH:19][CH:20]=3)[CH:15]1[NH:23][C:24](=[O:27])[CH2:25]Cl)=[O:12])=[CH:5]2.[I-:28].[K+], predict the reaction product. The product is: [Cl:1][C:2]1[CH:3]=[C:4]2[C:8](=[CH:9][CH:10]=1)[NH:7][C:6]([C:11]([NH:13][CH:14]1[CH2:22][C:21]3[C:16](=[CH:17][CH:18]=[CH:19][CH:20]=3)[CH:15]1[NH:23][C:24](=[O:27])[CH2:25][I:28])=[O:12])=[CH:5]2. (6) The product is: [CH2:13]([O:15][C:16](=[O:21])[CH2:17][CH2:18][CH2:19][S:10][CH2:9][C:6]1[CH:7]=[CH:8][C:3]([O:2][CH3:1])=[CH:4][CH:5]=1)[CH3:14]. Given the reactants [CH3:1][O:2][C:3]1[CH:8]=[CH:7][C:6]([CH2:9][SH:10])=[CH:5][CH:4]=1.[H-].[Na+].[CH2:13]([O:15][C:16](=[O:21])[CH2:17][CH2:18][CH2:19]Br)[CH3:14], predict the reaction product. (7) Given the reactants [CH3:1][N:2]1[CH:6]=[C:5]([NH:7][C:8]([C:10]2[N:11]([CH3:18])[CH:12]=[C:13]([N+:15]([O-])=O)[CH:14]=2)=[O:9])[CH:4]=[C:3]1[C:19]([NH:21][CH2:22][CH2:23][N:24]1[CH2:29][CH2:28][O:27][CH2:26][CH2:25]1)=[O:20], predict the reaction product. The product is: [NH2:15][C:13]1[CH:14]=[C:10]([C:8]([NH:7][C:5]2[CH:4]=[C:3]([C:19]([NH:21][CH2:22][CH2:23][N:24]3[CH2:25][CH2:26][O:27][CH2:28][CH2:29]3)=[O:20])[N:2]([CH3:1])[CH:6]=2)=[O:9])[N:11]([CH3:18])[CH:12]=1. (8) Given the reactants [Br:1][C:2]1[C:3]([Cl:11])=[N:4][CH:5]=[C:6]([N+:8]([O-])=O)[CH:7]=1.C(O)(=O)C, predict the reaction product. The product is: [Br:1][C:2]1[CH:7]=[C:6]([NH2:8])[CH:5]=[N:4][C:3]=1[Cl:11]. (9) Given the reactants Br[C:2]1[CH:12]=[N:11][C:5]2[O:6][CH2:7][C:8](=[O:10])[NH:9][C:4]=2[CH:3]=1.[C:13]1(B(O)O)[CH:18]=[CH:17][CH:16]=[CH:15][CH:14]=1.C1(P(C2C=CC=CC=2)C2C=CC=CC=2)C=CC=CC=1.C(=O)([O-])[O-].[K+].[K+], predict the reaction product. The product is: [C:13]1([C:2]2[CH:12]=[N:11][C:5]3[O:6][CH2:7][C:8](=[O:10])[NH:9][C:4]=3[CH:3]=2)[CH:18]=[CH:17][CH:16]=[CH:15][CH:14]=1. (10) Given the reactants [O:1]1[CH:5]=[CH:4][CH:3]=[CH:2]1.C([Li])(C)(C)C.CCCCCC.[S:17](=[O:19])=[O:18].[Cl:20]N1C(=O)CCC1=O, predict the reaction product. The product is: [O:1]1[CH:5]=[CH:4][CH:3]=[C:2]1[S:17]([Cl:20])(=[O:19])=[O:18].